This data is from Forward reaction prediction with 1.9M reactions from USPTO patents (1976-2016). The task is: Predict the product of the given reaction. (1) Given the reactants [CH2:1]([O:3][C:4]1[CH:13]=[CH:12][C:7]([C:8]([O:10]C)=[O:9])=[CH:6][C:5]=1[CH2:14][OH:15])[CH3:2].[OH-].[Na+], predict the reaction product. The product is: [CH2:1]([O:3][C:4]1[CH:13]=[CH:12][C:7]([C:8]([OH:10])=[O:9])=[CH:6][C:5]=1[CH2:14][OH:15])[CH3:2]. (2) Given the reactants [Cl-].[CH3:2][S+](C)(C)=O.[H-].[Na+].[OH:9][C:10]1[C:17]([CH3:18])=[CH:16][CH:15]=[CH:14][C:11]=1[CH:12]=[O:13], predict the reaction product. The product is: [CH3:18][C:17]1[C:10]2[O:9][CH2:2][CH:12]([OH:13])[C:11]=2[CH:14]=[CH:15][CH:16]=1.